This data is from Reaction yield outcomes from USPTO patents with 853,638 reactions. The task is: Predict the reaction yield, written as a fraction of the theoretical maximum amount of product (1.0 means a 100% yield; for example, 0.34 means a 34% yield). (1) The reactants are [CH3:1][C:2]1[N:3]=[C:4]([NH:11][C:12](=[O:20])OC2C=CC=CC=2)[C:5]([O:9][CH3:10])=[N:6][C:7]=1[CH3:8].[CH3:21][O:22][C:23]1[CH:24]=[C:25]([N:31]2[CH2:36][CH2:35][NH:34][CH2:33][CH2:32]2)[CH:26]=[C:27]([O:29][CH3:30])[CH:28]=1. No catalyst specified. The product is [CH3:1][C:2]1[N:3]=[C:4]([NH:11][C:12]([N:34]2[CH2:33][CH2:32][N:31]([C:25]3[CH:24]=[C:23]([O:22][CH3:21])[CH:28]=[C:27]([O:29][CH3:30])[CH:26]=3)[CH2:36][CH2:35]2)=[O:20])[C:5]([O:9][CH3:10])=[N:6][C:7]=1[CH3:8]. The yield is 0.850. (2) The reactants are [Cl:1][C:2]1[C:9]([OH:10])=[CH:8][CH:7]=[C:6]([Cl:11])[C:3]=1[CH:4]=O.[NH:12]1[CH2:16][CH2:15][CH2:14][CH2:13]1.C(O[BH-](OC(=O)C)OC(=O)C)(=O)C.[Na+].C([O-])([O-])=O.[K+].[K+]. The catalyst is ClCCl.O. The product is [Cl:1][C:2]1[C:3]([CH2:4][N:12]2[CH2:16][CH2:15][CH2:14][CH2:13]2)=[C:6]([Cl:11])[CH:7]=[CH:8][C:9]=1[OH:10]. The yield is 0.730. (3) The catalyst is CC1C=CC(C)=CC=1. The product is [CH2:16]([C:13]1[CH:14]=[C:15]2[C:10]([CH:9]=[C:4]([C:5]([O:7][CH3:8])=[O:6])[NH:1]2)=[CH:11][CH:12]=1)[CH3:17]. The yield is 0.590. The reactants are [N:1]([C:4](=[CH:9][C:10]1[CH:15]=[CH:14][C:13]([CH2:16][CH3:17])=[CH:12][CH:11]=1)[C:5]([O:7][CH3:8])=[O:6])=[N+]=[N-]. (4) The reactants are [NH2:1][C:2]1[CH:10]=[CH:9][CH:8]=[C:7]2[C:3]=1[C:4](=[O:20])[N:5]([CH:12]1[CH2:17][CH2:16][C:15](=[O:18])[NH:14][C:13]1=[O:19])[C:6]2=[O:11].[CH:21](=O)[CH2:22][CH2:23][CH2:24][CH2:25][CH2:26][CH3:27].C(O)(=O)C.[BH4-].[Na+]. The catalyst is CN(C=O)C. The product is [O:19]=[C:13]1[CH:12]([N:5]2[C:4](=[O:20])[C:3]3[C:7](=[CH:8][CH:9]=[CH:10][C:2]=3[NH:1][CH2:21][CH2:22][CH2:23][CH2:24][CH2:25][CH2:26][CH3:27])[C:6]2=[O:11])[CH2:17][CH2:16][C:15](=[O:18])[NH:14]1. The yield is 0.410. (5) The reactants are [N+:1]([O-:4])(O)=[O:2].[Cl:5][CH2:6][CH2:7][O:8][C:9]1[CH:16]=[CH:15][C:12]([CH:13]=[O:14])=[CH:11][C:10]=1[O:17][CH3:18]. The catalyst is ClCCCl. The product is [Cl:5][CH2:6][CH2:7][O:8][C:9]1[C:10]([O:17][CH3:18])=[CH:11][C:12]([CH:13]=[O:14])=[C:15]([N+:1]([O-:4])=[O:2])[CH:16]=1. The yield is 0.400. (6) The reactants are [O:1]=[C:2]1[N:6]([C:7]2[CH:12]=[CH:11][CH:10]=[CH:9][CH:8]=2)[CH2:5][CH2:4][N:3]1[C:13](Cl)=[O:14].[CH3:16][O:17][C:18]1[CH:19]=[C:20]2[C:25](=[CH:26][C:27]=1[O:28][CH3:29])[N:24]=[CH:23][CH:22]=[C:21]2[O:30][C:31]1[CH:38]=[CH:37][C:34]([NH:35][CH3:36])=[CH:33][C:32]=1[F:39].CCN(C(C)C)C(C)C. The catalyst is C1COCC1. The product is [CH3:16][O:17][C:18]1[CH:19]=[C:20]2[C:25](=[CH:26][C:27]=1[O:28][CH3:29])[N:24]=[CH:23][CH:22]=[C:21]2[O:30][C:31]1[CH:38]=[CH:37][C:34]([N:35]([CH3:36])[C:13]([N:3]2[CH2:4][CH2:5][N:6]([C:7]3[CH:12]=[CH:11][CH:10]=[CH:9][CH:8]=3)[C:2]2=[O:1])=[O:14])=[CH:33][C:32]=1[F:39]. The yield is 0.590.